From a dataset of Reaction yield outcomes from USPTO patents with 853,638 reactions. Predict the reaction yield, written as a fraction of the theoretical maximum amount of product (1.0 means a 100% yield; for example, 0.34 means a 34% yield). (1) The reactants are Br[C:2]1[CH:7]=[CH:6][C:5]([C:8]([F:11])([F:10])[F:9])=[CH:4][CH:3]=1.[CH3:12][NH:13][CH2:14][CH2:15][NH:16][CH3:17].C1C=CC(P(C2C(C3C(P(C4C=CC=CC=4)C4C=CC=CC=4)=CC=C4C=3C=CC=C4)=C3C(C=CC=C3)=CC=2)C2C=CC=CC=2)=CC=1.CC(C)([O-])C.[Na+]. The catalyst is C1(C)C=CC=CC=1.C([O-])(=O)C.[Pd+2].C([O-])(=O)C.O.C(OCC)(=O)C. The product is [CH3:12][N:13]([C:2]1[CH:7]=[CH:6][C:5]([C:8]([F:11])([F:10])[F:9])=[CH:4][CH:3]=1)[CH2:14][CH2:15][NH:16][CH3:17]. The yield is 0.210. (2) The reactants are [C:1]([C:3]1[CH:23]=[CH:22][C:6]([C:7]([NH:9][CH2:10][C:11]2[CH:21]=[CH:20][C:14]([O:15][CH2:16][C:17]([OH:19])=O)=[CH:13][CH:12]=2)=[O:8])=[CH:5][CH:4]=1)#[N:2].C1C=CC2N(O)N=NC=2C=1.CCN=C=NCCCN(C)C.[CH3:45][C:46]1([CH3:54])[O:53][CH:49]2[CH2:50][NH:51][CH2:52][CH:48]2[O:47]1.CCN(C(C)C)C(C)C. The catalyst is CN(C=O)C.CCOC(C)=O. The product is [C:1]([C:3]1[CH:4]=[CH:5][C:6]([C:7]([NH:9][CH2:10][C:11]2[CH:12]=[CH:13][C:14]([O:15][CH2:16][C:17]([N:51]3[CH2:52][CH:48]4[O:47][C:46]([CH3:54])([CH3:45])[O:53][CH:49]4[CH2:50]3)=[O:19])=[CH:20][CH:21]=2)=[O:8])=[CH:22][CH:23]=1)#[N:2]. The yield is 0.420. (3) The reactants are [CH3:1][S:2][C:3]1[S:7][C:6]2=[N:8][C:9]([C:11]3[O:12][C:13]4[CH:19]=[CH:18][CH:17]=[C:16]([N+:20]([O-])=O)[C:14]=4[N:15]=3)=[CH:10][N:5]2[N:4]=1. The catalyst is CC(O)=O.[Pd]. The product is [CH3:1][S:2][C:3]1[S:7][C:6]2=[N:8][C:9]([C:11]3[O:12][C:13]4[C:14](=[C:16]([NH2:20])[CH:17]=[CH:18][CH:19]=4)[N:15]=3)=[CH:10][N:5]2[N:4]=1. The yield is 1.00. (4) The reactants are [Cl:1][C:2]1[C:7]([N:8]2[CH2:13][CH2:12][NH:11][CH2:10][CH2:9]2)=[N:6][CH:5]=[CH:4][N:3]=1.C([O-])([O-])=O.[Na+].[Na+].[Br:20]Br.O. The catalyst is CC(O)=O. The product is [Br:20][C:4]1[N:3]=[C:2]([Cl:1])[C:7]([N:8]2[CH2:9][CH2:10][NH:11][CH2:12][CH2:13]2)=[N:6][CH:5]=1. The yield is 0.890. (5) The product is [CH2:1]1[O:23][C:4]2([CH2:9][CH2:8][C:7]([C:28]#[N:29])([C:10]3[C:19]4[O:18][CH2:17][CH2:16][O:15][C:14]=4[C:13]([O:20][CH3:21])=[CH:12][CH:11]=3)[CH2:6][CH2:5]2)[O:3][CH2:2]1. The yield is 0.610. The catalyst is ClCCl. The reactants are [CH2:1]1[O:23][C:4]2([CH2:9][CH2:8][C:7](O)([C:10]3[C:19]4[O:18][CH2:17][CH2:16][O:15][C:14]=4[C:13]([O:20][CH3:21])=[CH:12][CH:11]=3)[CH2:6][CH2:5]2)[O:3][CH2:2]1.C[Si]([C:28]#[N:29])(C)C.C(=O)(O)[O-].[Na+]. (6) The reactants are [OH:1][C:2]1[CH:7]=[CH:6][C:5]([N+:8]([O-:10])=[O:9])=[CH:4][C:3]=1[I:11].[F:12][C:13]1[CH:14]=[C:15]([CH:18]=[CH:19][CH:20]=1)[CH2:16]Br. No catalyst specified. The product is [F:12][C:13]1[CH:14]=[C:15]([CH:18]=[CH:19][CH:20]=1)[CH2:16][O:1][C:2]1[CH:7]=[CH:6][C:5]([N+:8]([O-:10])=[O:9])=[CH:4][C:3]=1[I:11]. The yield is 0.990.